Dataset: Catalyst prediction with 721,799 reactions and 888 catalyst types from USPTO. Task: Predict which catalyst facilitates the given reaction. (1) Reactant: [NH2:1][C:2](=[O:34])[CH:3]([CH2:10][C:11]1[CH:16]=[CH:15][C:14]([NH:17][C:18]2[CH:23]=[C:22]([C:24]3[CH:29]=[CH:28][CH:27]=[C:26]([Cl:30])[CH:25]=3)[N:21]=[C:20]3[CH2:31][CH2:32][CH2:33][C:19]=23)=[CH:13][CH:12]=1)[C:4](OC(C)C)=[O:5].[H-].[Al+3].[Li+].[H-].[H-].[H-]. Product: [ClH:30].[Cl:30][C:26]1[CH:25]=[C:24]([C:22]2[N:21]=[C:20]3[CH2:31][CH2:32][CH2:33][C:19]3=[C:18]([NH:17][C:14]3[CH:15]=[CH:16][C:11]([CH2:10][CH:3]([CH2:4][OH:5])[C:2]([NH2:1])=[O:34])=[CH:12][CH:13]=3)[CH:23]=2)[CH:29]=[CH:28][CH:27]=1. The catalyst class is: 1. (2) Reactant: [CH3:1][N:2]1[CH2:7][CH2:6][N:5]([C:8]2[CH:31]=[CH:30][C:11]([C:12]([NH:14][C:15]3[C:16]4[CH:22]=[C:21]([C:23]([O:25]C(C)(C)C)=[O:24])[S:20][C:17]=4[NH:18][N:19]=3)=[O:13])=[CH:10][CH:9]=2)[CH2:4][CH2:3]1.[ClH:32]. Product: [ClH:32].[CH3:1][N:2]1[CH2:3][CH2:4][N:5]([C:8]2[CH:9]=[CH:10][C:11]([C:12]([NH:14][C:15]3[C:16]4[CH:22]=[C:21]([C:23]([OH:25])=[O:24])[S:20][C:17]=4[NH:18][N:19]=3)=[O:13])=[CH:30][CH:31]=2)[CH2:6][CH2:7]1. The catalyst class is: 12. (3) Reactant: [C:1]([C:4]1[CH:9]=[CH:8][C:7]([C:10]2[NH:14][C:13]3[CH:15]=[CH:16][CH:17]=[C:18]([C:19]([NH2:21])=[O:20])[C:12]=3[N:11]=2)=[CH:6][CH:5]=1)(=O)[CH3:2].[NH:22]1[CH2:26][CH2:25][CH2:24][CH2:23]1.C([BH3-])#N.[Na+].C(O)(=O)C. Product: [N:22]1([CH:1]([C:4]2[CH:9]=[CH:8][C:7]([C:10]3[NH:14][C:13]4[CH:15]=[CH:16][CH:17]=[C:18]([C:19]([NH2:21])=[O:20])[C:12]=4[N:11]=3)=[CH:6][CH:5]=2)[CH3:2])[CH2:26][CH2:25][CH2:24][CH2:23]1. The catalyst class is: 5.